Dataset: Full USPTO retrosynthesis dataset with 1.9M reactions from patents (1976-2016). Task: Predict the reactants needed to synthesize the given product. (1) Given the product [N:21]1[CH:20]=[CH:19][N:16]2[CH:17]=[CH:18][C:13]([CH2:12][NH:11][C:9]([NH:8][C:5]3[CH:6]=[CH:7][C:2]([NH:1][S:30]([C:25]4[C:24]([C:34]5[CH:35]=[CH:36][CH:37]=[CH:38][CH:39]=5)=[CH:29][CH:28]=[CH:27][CH:26]=4)(=[O:32])=[O:31])=[CH:3][CH:4]=3)=[O:10])=[CH:14][C:15]=12, predict the reactants needed to synthesize it. The reactants are: [NH2:1][C:2]1[CH:7]=[CH:6][C:5]([NH:8][C:9]([NH:11][CH2:12][C:13]2[CH:18]=[CH:17][N:16]3[CH:19]=[CH:20][N:21]=[C:15]3[CH:14]=2)=[O:10])=[CH:4][CH:3]=1.[H-].[Na+].[C:24]1([C:34]2[CH:39]=[CH:38][CH:37]=[CH:36][CH:35]=2)[C:25]([S:30](Cl)(=[O:32])=[O:31])=[CH:26][CH:27]=[CH:28][CH:29]=1. (2) Given the product [CH3:25][C:23]1[N:24]=[C:20]([C:17]2[CH:18]=[N:19][C:14]([O:12][CH2:11][CH2:10][CH2:9][N:5]3[CH2:6][CH2:7][CH2:8][CH:4]3[CH3:3])=[CH:15][CH:16]=2)[S:21][C:22]=1[C:26]([N:28]1[CH2:33][CH2:32][O:31][CH2:30][CH2:29]1)=[O:27], predict the reactants needed to synthesize it. The reactants are: [H-].[Na+].[CH3:3][CH:4]1[CH2:8][CH2:7][CH2:6][N:5]1[CH2:9][CH2:10][CH2:11][OH:12].Cl[C:14]1[N:19]=[CH:18][C:17]([C:20]2[S:21][C:22]([C:26]([N:28]3[CH2:33][CH2:32][O:31][CH2:30][CH2:29]3)=[O:27])=[C:23]([CH3:25])[N:24]=2)=[CH:16][CH:15]=1. (3) Given the product [CH:35]1[CH:36]=[C:37]([CH2:17][C:18]2[NH:19][CH:20]=[CH:21][CH:22]=2)[NH:33][CH:34]=1, predict the reactants needed to synthesize it. The reactants are: C1(C2C=CC(C=O)=CC=2)C=CC(C=O)=CC=1.[CH3:17][C:18]1[NH:19][CH:20]=[C:21](C)[C:22]=1CC.FC(F)(F)C(O)=O.[NH:33]1[CH:37]=[CH:36][CH:35]=[CH:34]1. (4) Given the product [CH:1]1([CH:7]([NH:28][C:29]2[CH:30]=[CH:31][C:32]([C:35]([NH:37][CH2:38][CH2:39][C:40]([OH:42])=[O:41])=[O:36])=[CH:33][CH:34]=2)[C:9]2[C:10]([CH2:20][CH2:21][C:22]3[CH:27]=[CH:26][CH:25]=[CH:24][CH:23]=3)=[N:11][N:12]([C:14]3[CH:19]=[CH:18][CH:17]=[CH:16][CH:15]=3)[CH:13]=2)[CH2:6][CH2:5][CH2:4][CH2:3][CH2:2]1, predict the reactants needed to synthesize it. The reactants are: [CH:1]1([CH:7]([C:9]2[C:10]([CH2:20][CH2:21][C:22]3[CH:27]=[CH:26][CH:25]=[CH:24][CH:23]=3)=[N:11][N:12]([C:14]3[CH:19]=[CH:18][CH:17]=[CH:16][CH:15]=3)[CH:13]=2)O)[CH2:6][CH2:5][CH2:4][CH2:3][CH2:2]1.[NH2:28][C:29]1[CH:34]=[CH:33][C:32]([C:35]([NH:37][CH2:38][CH2:39][C:40]([O:42]CC)=[O:41])=[O:36])=[CH:31][CH:30]=1. (5) Given the product [NH2:22][C:20]([CH3:25])([CH3:21])[CH2:19][CH2:18][S:15]([N:12]1[CH2:13][CH2:14][CH:9]([NH:8][C:5]2[N:4]=[C:3]([C:26]3[N:27]([CH:32]([CH3:33])[CH3:34])[C:28]([CH3:31])=[N:29][CH:30]=3)[C:2]([Cl:1])=[CH:7][N:6]=2)[CH2:10][CH2:11]1)(=[O:17])=[O:16], predict the reactants needed to synthesize it. The reactants are: [Cl:1][C:2]1[C:3]([C:26]2[N:27]([CH:32]([CH3:34])[CH3:33])[C:28]([CH3:31])=[N:29][CH:30]=2)=[N:4][C:5]([NH:8][CH:9]2[CH2:14][CH2:13][N:12]([S:15]([CH2:18][CH2:19][C:20]([CH3:25])([N+:22]([O-])=O)[CH3:21])(=[O:17])=[O:16])[CH2:11][CH2:10]2)=[N:6][CH:7]=1. (6) Given the product [CH3:42][O:43][C:21](=[O:40])[CH2:22][C:29]1[CH:34]=[CH:33][C:32]([S:35][CH3:38])=[C:31]([CH3:44])[CH:30]=1, predict the reactants needed to synthesize it. The reactants are: C(OC(=O)NC1C=CC=C(CN2C=CC(N[C:21](=[O:40])[C@@H:22]([C:29]3[CH:34]=[CH:33][C:32]([S:35]([CH3:38])(=O)=O)=[C:31](Cl)[CH:30]=3)CC3CCCC3)=N2)C=1)(C)(C)C.[CH3:42][OH:43].[CH:44](Cl)(Cl)Cl. (7) Given the product [CH3:29][S:28][C:24]1[CH:23]=[C:22]([C:20]2[N:21]=[C:12]([N:9]3[CH2:8][CH2:7][CH:6]([C:4]([OH:5])=[O:3])[CH2:11][CH2:10]3)[CH:13]=[C:14]3[C:19]=2[N:18]=[CH:17][CH:16]=[CH:15]3)[CH:27]=[CH:26][CH:25]=1, predict the reactants needed to synthesize it. The reactants are: C([O:3][C:4]([CH:6]1[CH2:11][CH2:10][N:9]([C:12]2[CH:13]=[C:14]3[C:19](=[C:20]([C:22]4[CH:27]=[CH:26][CH:25]=[C:24]([S:28][CH3:29])[CH:23]=4)[N:21]=2)[N:18]=[CH:17][CH:16]=[CH:15]3)[CH2:8][CH2:7]1)=[O:5])C.[OH-].[Na+]. (8) Given the product [Br:1][C:2]1[CH:3]=[C:4]([C:8]2[N:32]=[C:23]([CH:22]([CH3:25])[CH3:24])[NH:34][C:9]=2[C:10]2[CH:15]=[CH:14][CH:13]=[C:12]([CH3:16])[N:11]=2)[CH:5]=[CH:6][CH:7]=1, predict the reactants needed to synthesize it. The reactants are: [Br:1][C:2]1[CH:3]=[C:4]([C:8](=O)[CH2:9][C:10]2[CH:15]=[CH:14][CH:13]=[C:12]([CH3:16])[N:11]=2)[CH:5]=[CH:6][CH:7]=1.Cl.N(O[C:22]([CH3:25])([CH3:24])[CH3:23])=O.[OH-].[Na+].C([O-])(=O)C.[NH4+:32].O.[NH3:34]. (9) Given the product [CH3:1][O:7][CH2:8][C@H:9]1[N:19]2[C@@H:13]([S:14][CH2:15][CH2:16][C@H:17]([NH:21][C:22](=[O:28])[O:23][C:24]([CH3:25])([CH3:27])[CH3:26])[C:18]2=[O:20])[CH2:12][CH2:11][CH2:10]1, predict the reactants needed to synthesize it. The reactants are: [CH3:1]C(C)([O-])C.[K+].[OH:7][CH2:8][C@H:9]1[N:19]2[C@@H:13]([S:14][CH2:15][CH2:16][C@H:17]([NH:21][C:22](=[O:28])[O:23][C:24]([CH3:27])([CH3:26])[CH3:25])[C:18]2=[O:20])[CH2:12][CH2:11][CH2:10]1.IC.